This data is from Reaction yield outcomes from USPTO patents with 853,638 reactions. The task is: Predict the reaction yield, written as a fraction of the theoretical maximum amount of product (1.0 means a 100% yield; for example, 0.34 means a 34% yield). (1) The reactants are [CH2:1]([NH:8][CH2:9][CH2:10][NH:11][C:12]1[N:13]=[N:14][C:15]([C:20]2[CH:25]=[CH:24][C:23]([F:26])=[CH:22][CH:21]=2)=[C:16]([CH3:19])[C:17]=1[CH3:18])[C:2]1[CH:7]=[CH:6][CH:5]=[CH:4][CH:3]=1.[Cl:27][C@H:28]([CH3:32])[C:29](O)=[O:30].C(N(CC)CC)C.C1C=CC2N(O)N=NC=2C=1.Cl.CN(C)CCCN=C=NCC. The catalyst is C(Cl)Cl. The product is [CH2:1]([N:8]([CH2:9][CH2:10][NH:11][C:12]1[N:13]=[N:14][C:15]([C:20]2[CH:21]=[CH:22][C:23]([F:26])=[CH:24][CH:25]=2)=[C:16]([CH3:19])[C:17]=1[CH3:18])[C:29](=[O:30])[C@H:28]([Cl:27])[CH3:32])[C:2]1[CH:3]=[CH:4][CH:5]=[CH:6][CH:7]=1. The yield is 0.740. (2) The reactants are C(C1C(C2C=[C:14]([F:16])[CH:13]=[CH:12][C:11]=2Cl)=NOC=1Cl)(O)=O.[C:18](Cl)(=O)[C:19]([Cl:21])=[O:20].[NH2:24][CH:25]1[CH2:30][CH2:29][CH2:28][CH:27]([CH2:31][NH:32][C:33](=[O:40])[C:34]2[CH:39]=[CH:38][CH:37]=[CH:36][CH:35]=2)[CH2:26]1.C([N:43]([CH2:46][CH3:47])CC)C.C[C:49](C)=[O:50].[CH2:52]([Cl:54])Cl. The catalyst is ClCCl.CN(C=O)C. The product is [Cl:21][C:19]1[O:20][N:43]=[C:46]([C:47]2[C:52]([Cl:54])=[CH:11][CH:12]=[CH:13][C:14]=2[F:16])[C:18]=1[C:49]([NH:24][CH:25]1[CH2:30][CH2:29][CH2:28][CH:27]([CH2:31][NH:32][C:33]([C:34]2[CH:39]=[CH:38][CH:37]=[CH:36][CH:35]=2)=[O:40])[CH2:26]1)=[O:50]. The yield is 0.900. (3) The reactants are [NH:1]1[CH2:6][CH2:5][CH:4]([N:7]2[C:16]3[C:11](=[CH:12][N:13]=[C:14]4[N:19]([CH2:20][O:21][CH2:22][CH2:23][Si:24]([CH3:27])([CH3:26])[CH3:25])[CH:18]=[CH:17][C:15]4=3)[C:10](=[O:28])[CH:9]=[CH:8]2)[CH2:3][CH2:2]1.[Cl:29][C:30]1[S:34][C:33]([CH:35]=O)=[CH:32][CH:31]=1.B.N1C=CC=CC=1C.C(O)(=O)C. The catalyst is CO. The product is [Cl:29][C:30]1[S:34][C:33]([CH2:35][N:1]2[CH2:6][CH2:5][CH:4]([N:7]3[C:16]4[C:11](=[CH:12][N:13]=[C:14]5[N:19]([CH2:20][O:21][CH2:22][CH2:23][Si:24]([CH3:25])([CH3:27])[CH3:26])[CH:18]=[CH:17][C:15]5=4)[C:10](=[O:28])[CH:9]=[CH:8]3)[CH2:3][CH2:2]2)=[CH:32][CH:31]=1. The yield is 0.750. (4) The reactants are [N:1]1[CH:6]=[C:5]([C:7]2([OH:17])[CH2:16][CH2:15][C:10]3(OCC[O:11]3)[CH2:9][CH2:8]2)[CH:4]=[N:3][CH:2]=1.C([O-])([O-])=O.[Na+].[Na+]. The catalyst is C1COCC1. The product is [OH:17][C:7]1([C:5]2[CH:4]=[N:3][CH:2]=[N:1][CH:6]=2)[CH2:16][CH2:15][C:10](=[O:11])[CH2:9][CH2:8]1. The yield is 0.790.